Dataset: Full USPTO retrosynthesis dataset with 1.9M reactions from patents (1976-2016). Task: Predict the reactants needed to synthesize the given product. (1) Given the product [NH2:11][C:10]1[C:5]([C:3]([O:2][CH3:1])=[O:4])=[N:6][C:7]([C:21]2[CH:22]=[CH:23][C:18]([F:17])=[CH:19][CH:20]=2)=[C:8]([C:12]([F:15])([F:14])[F:13])[CH:9]=1, predict the reactants needed to synthesize it. The reactants are: [CH3:1][O:2][C:3]([C:5]1[C:10]([NH2:11])=[CH:9][C:8]([C:12]([F:15])([F:14])[F:13])=[C:7](Br)[N:6]=1)=[O:4].[F:17][C:18]1[CH:23]=[CH:22][C:21](B(O)O)=[CH:20][CH:19]=1. (2) Given the product [NH2:29][C:18]1[S:19][C:15](=[CH:14][C:11]2[CH:12]=[C:13]3[C:8](=[CH:9][CH:10]=2)[N:7]=[C:6]([NH:22][C:23](=[O:25])[CH3:24])[CH:5]=[C:4]3[O:3][CH2:1][CH3:2])[C:16](=[O:21])[N:17]=1, predict the reactants needed to synthesize it. The reactants are: [CH2:1]([O:3][C:4]1[C:13]2[C:8](=[CH:9][CH:10]=[C:11]([CH:14]=[C:15]3[S:19][C:18](=S)[NH:17][C:16]3=[O:21])[CH:12]=2)[N:7]=[C:6]([NH:22][C:23](=[O:25])[CH3:24])[CH:5]=1)[CH3:2].C([N:29](C(C)C)CC)(C)C.CI.N.CO. (3) Given the product [Br:11][C:12]1[CH:13]=[CH:14][C:15]([C:18]2([CH:21]=[O:22])[CH2:19][CH2:20]2)=[CH:16][CH:17]=1, predict the reactants needed to synthesize it. The reactants are: CS(C)=O.C(Cl)(=O)C(Cl)=O.[Br:11][C:12]1[CH:17]=[CH:16][C:15]([C:18]2([CH2:21][OH:22])[CH2:20][CH2:19]2)=[CH:14][CH:13]=1.C(N(CC)CC)C.